This data is from Peptide-MHC class I binding affinity with 185,985 pairs from IEDB/IMGT. The task is: Regression. Given a peptide amino acid sequence and an MHC pseudo amino acid sequence, predict their binding affinity value. This is MHC class I binding data. (1) The peptide sequence is KEKDMTKEF. The MHC is HLA-A01:01 with pseudo-sequence HLA-A01:01. The binding affinity (normalized) is 0.0847. (2) The peptide sequence is QYDDLHKKF. The MHC is HLA-A30:01 with pseudo-sequence HLA-A30:01. The binding affinity (normalized) is 0.0847.